This data is from Drug-target binding data from BindingDB using IC50 measurements. The task is: Regression. Given a target protein amino acid sequence and a drug SMILES string, predict the binding affinity score between them. We predict pIC50 (pIC50 = -log10(IC50 in M); higher means more potent). Dataset: bindingdb_ic50. (1) The small molecule is CN1CCN(c2ccc(/C=C(\C#N)c3ccccc3Br)cc2)CC1. The target protein (P35396) has sequence MEQPQEETPEAREEEKEEVAMGDGAPELNGGPEHTLPSSSCADLSQNSSPSSLLDQLQMGCDGASGGSLNMECRVCGDKASGFHYGVHACEGCKGFFRRTIRMKLEYEKCDRICKIQKKNRNKCQYCRFQKCLALGMSHNAIRFGRMPEAEKRKLVAGLTASEGCQHNPQLADLKAFSKHIYNAYLKNFNMTKKKARSILTGKSSHNAPFVIHDIETLWQAEKGLVWKQLVNGLPPYNEISVHVFYRCQSTTVETVRELTEFAKNIPNFSSLFLNDQVTLLKYGVHEAIFAMLASIVNKDGLLVANGSGFVTHEFLRSLRKPFSDIIEPKFEFAVKFNALELDDSDLALFIAAIILCGDRPGLMNVPQVEAIQDTILRALEFHLQVNHPDSQYLFPKLLQKMADLRQLVTEHAQMMQWLKKTESETLLHPLLQEIYKDMY. The pIC50 is 8.0. (2) The drug is CCc1nc(N)nc(N)c1-c1cccc(OC)c1. The target protein (P13922) has sequence MMEQVCDVFDIYAICACCKVESKNEGKKNEVFNNYTFRGLGNKGVLPWKCNSLDMKYFRAVTTYVNESKYEKLKYKRCKYLNKETVDNVNDMPNSKKLQNVVVMGRTNWESIPKKFKPLSNRINVILSRTLKKEDFDEDVYIINKVEDLIVLLGKLNYYKCFIIGGSVVYQEFLEKKLIKKIYFTRINSTYECDVFFPEINENEYQIISVSDVYTSNNTTLDFIIYKKTNNKMLNEQNCIKGEEKNNDMPLKNDDKDTCHMKKLTEFYKNVDKYKINYENDDDDEEEDDFVYFNFNKEKEEKNKNSIHPNDFQIYNSLKYKYHPEYQYLNIIYDIMMNGNKQSDRTGVGVLSKFGYIMKFDLSQYFPLLTTKKLFLRGIIEELLWFIRGETNGNTLLNKNVRIWEANGTREFLDNRKLFHREVNDLGPIYGFQWRHFGAEYTNMYDNYENKGVDQLKNIINLIKNDPTSRRILLCAWNVKDLDQMALPPCHILCQFYVFD.... The pIC50 is 7.1. (3) The compound is CC(=O)N[C@@H](CO)C(=O)NCC(=O)N[C@@H](CCCN=C(N)N)C(=O)NCC(=O)N[C@@H](CCCCN)C(=O)NCC(=O)NCC(=O)N[C@@H](CCCCN)C(=O)NCC(=O)N[C@@H](CC(C)C)C(=O)NCC(=O)N[C@@H](CCCCN)C(=O)NCC(=O)NCC(=O)N[C@@H](C)C(=O)N[C@@H](CCCCNC(=O)CSCCNC(=O)CCNC(=O)[C@H](O)C(C)(C)COP(=O)(O)OP(=O)(O)OC[C@H]1O[C@@H](n2cnc3c(N)ncnc32)[C@H](O)[C@@H]1OP(=O)(O)O)C(=O)N[C@@H](CCCN=C(N)N)C(=O)N[C@@H](Cc1cnc[nH]1)C(=O)N[C@@H](CCCN=C(N)N)C(=O)N[C@@H](CCCCN)C(=O)O. The target protein (Q92831) has sequence MSEAGGAGPGGCGAGAGAGAGPGALPPQPAALPPAPPQGSPCAAAAGGSGACGPATAVAAAGTAEGPGGGGSARIAVKKAQLRSAPRAKKLEKLGVYSACKAEESCKCNGWKNPNPSPTPPRADLQQIIVSLTESCRSCSHALAAHVSHLENVSEEEMNRLLGIVLDVEYLFTCVHKEEDADTKQVYFYLFKLLRKSILQRGKPVVEGSLEKKPPFEKPSIEQGVNNFVQYKFSHLPAKERQTIVELAKMFLNRINYWHLEAPSQRRLRSPNDDISGYKENYTRWLCYCNVPQFCDSLPRYETTQVFGRTLLRSVFTVMRRQLLEQARQEKDKLPLEKRTLILTHFPKFLSMLEEEVYSQNSPIWDQDFLSASSRTSQLGIQTVINPPPVAGTISYNSTSSSLEQPNAGSSSPACKASSGLEANPGEKRKMTDSHVLEEAKKPRVMGDIPMELINEVMSTITDPAAMLGPETNFLSAHSARDEAARLEERRGVIEFHVVG.... The pIC50 is 4.2. (4) The drug is CC1(CCOCc2ccccc2)C(=O)N(c2ccc(Cl)cc2)N(c2ccc(Cl)cc2)C1=O. The target protein (P08373) has sequence MNHSLKPWNTFGIDHNAQHIVCAEDEQQLLNAWQYATAEGQPVLILGEGSNVLFLEDYRGTVIINRIKGIEIHDEPDAWYLHVGAGENWHRLVKYTLQEGMPGLENLALIPGCVGSSPIQNIGAYGVELQRVCAYVDSVELATGKQVRLTAKECRFGYRDSIFKHEYQDRFAIVAVGLRLPKEWQPVLTYGDLTRLDPTTVTPQQVFNAVCHMRTTKLPDPKVNGNAGSFFKNPVVSAETAKALLSQFPTAPNYPQADGSVKLAAGWLIDQCQLKGMQIGGAAVHRQQALVLINEDNAKSEDVVQLAHHVRQKVGEKFNVWLEPEVRFIGASGEVSAVETIS. The pIC50 is 4.7.